This data is from Full USPTO retrosynthesis dataset with 1.9M reactions from patents (1976-2016). The task is: Predict the reactants needed to synthesize the given product. (1) Given the product [C:23]1([S:29]([NH:22][C:13]2[CH:12]=[C:11]([C:8]3[CH:9]=[CH:10][C:5]([C:3]([OH:2])=[O:4])=[CH:6][CH:7]=3)[CH:16]=[C:15]([CH2:17][O:18][CH2:19][CH2:20][CH3:21])[CH:14]=2)(=[O:31])=[O:30])[CH:28]=[CH:27][CH:26]=[CH:25][CH:24]=1, predict the reactants needed to synthesize it. The reactants are: C[O:2][C:3]([C:5]1[CH:10]=[CH:9][C:8]([C:11]2[CH:16]=[C:15]([CH2:17][O:18][CH2:19][CH2:20][CH3:21])[CH:14]=[C:13]([NH2:22])[CH:12]=2)=[CH:7][CH:6]=1)=[O:4].[C:23]1([S:29](Cl)(=[O:31])=[O:30])[CH:28]=[CH:27][CH:26]=[CH:25][CH:24]=1.C(N(CC)CC)C. (2) Given the product [CH2:1]([N:8]1[CH2:12][CH2:11][C@H:10]([N:13]([C:22](=[O:26])[CH:23]([CH3:25])[CH3:24])[C:14]2[CH:19]=[CH:18][C:17]([F:20])=[CH:16][C:15]=2[F:21])[CH2:9]1)[C:2]1[CH:7]=[CH:6][CH:5]=[CH:4][CH:3]=1, predict the reactants needed to synthesize it. The reactants are: [CH2:1]([N:8]1[CH2:12][CH2:11][C@H:10]([NH:13][C:14]2[CH:19]=[CH:18][C:17]([F:20])=[CH:16][C:15]=2[F:21])[CH2:9]1)[C:2]1[CH:7]=[CH:6][CH:5]=[CH:4][CH:3]=1.[C:22](Cl)(=[O:26])[CH:23]([CH3:25])[CH3:24]. (3) Given the product [CH3:1][O:2][C:3]1[C:8]([CH3:9])=[CH:7][C:6]([NH:10][C:11]([CH:13]([NH:16][CH2:17][C:18]2[CH:19]=[CH:20][C:21]([O:22][C:23]([CH3:32])([CH3:31])[C:24]([OH:26])=[O:25])=[CH:33][CH:34]=2)[CH2:14][CH3:15])=[O:12])=[C:5]([CH3:35])[CH:4]=1, predict the reactants needed to synthesize it. The reactants are: [CH3:1][O:2][C:3]1[C:8]([CH3:9])=[CH:7][C:6]([NH:10][C:11]([CH:13]([NH:16][CH2:17][C:18]2[CH:34]=[CH:33][C:21]([O:22][C:23]([CH3:32])([CH3:31])[C:24]([O:26]C(C)(C)C)=[O:25])=[CH:20][CH:19]=2)[CH2:14][CH3:15])=[O:12])=[C:5]([CH3:35])[CH:4]=1.FC(F)(F)C(O)=O.